Dataset: TCR-epitope binding with 47,182 pairs between 192 epitopes and 23,139 TCRs. Task: Binary Classification. Given a T-cell receptor sequence (or CDR3 region) and an epitope sequence, predict whether binding occurs between them. (1) The epitope is FVDGVPFVV. The TCR CDR3 sequence is CASSDRPGQRETQYF. Result: 0 (the TCR does not bind to the epitope). (2) The epitope is KRWIIMGLNK. The TCR CDR3 sequence is CASSLFHGIGLAGPSYNEQFF. Result: 0 (the TCR does not bind to the epitope). (3) The TCR CDR3 sequence is CASSLYRVGYNEQFF. The epitope is LLSAGIFGA. Result: 0 (the TCR does not bind to the epitope). (4) The epitope is DRFYKTLRAEQASQEV. The TCR CDR3 sequence is CASSLGWGQGNTEAFF. Result: 0 (the TCR does not bind to the epitope). (5) The TCR CDR3 sequence is CASSSSSGSGETQYF. The epitope is VTEHDTLLY. Result: 0 (the TCR does not bind to the epitope). (6) The TCR CDR3 sequence is CASSPLDNWEQFF. The epitope is GLCTLVAML. Result: 1 (the TCR binds to the epitope). (7) The epitope is ILHCANFNV. The TCR CDR3 sequence is CATSDLEGWTQYF. Result: 0 (the TCR does not bind to the epitope).